Dataset: Forward reaction prediction with 1.9M reactions from USPTO patents (1976-2016). Task: Predict the product of the given reaction. (1) Given the reactants [NH2:1][C:2]1[C:7]([F:8])=[C:6]([CH2:9][CH:10]2[CH2:12][CH2:11]2)[N:5]=[C:4]([CH:13]=[O:14])[CH:3]=1.[Cl:15]N1C(C)(C)C(=O)N(Cl)C1=O, predict the reaction product. The product is: [NH2:1][C:2]1[C:7]([F:8])=[C:6]([CH2:9][CH:10]2[CH2:12][CH2:11]2)[N:5]=[C:4]([CH:13]=[O:14])[C:3]=1[Cl:15]. (2) Given the reactants [C:1]([O:5][C:6]([NH:8][C:9]([N:18]1[CH2:27][CH2:26][C:25]2[C:20](=[CH:21][C:22]([O:28][CH2:29][CH:30]3[CH2:35][CH2:34][NH:33][CH2:32][CH2:31]3)=[CH:23][CH:24]=2)[CH2:19]1)=[N:10][C:11]([O:13][C:14]([CH3:17])([CH3:16])[CH3:15])=[O:12])=[O:7])([CH3:4])([CH3:3])[CH3:2].[CH2:36]([N:38](CC)CC)[CH3:37].Cl.C(OC(=N)C)C.C(OCC)(=O)C, predict the reaction product. The product is: [C:14]([O:13][C:11]([NH:10][C:9]([N:18]1[CH2:27][CH2:26][C:25]2[C:20](=[CH:21][C:22]([O:28][CH2:29][CH:30]3[CH2:35][CH2:34][N:33]([C:36](=[NH:38])[CH3:37])[CH2:32][CH2:31]3)=[CH:23][CH:24]=2)[CH2:19]1)=[N:8][C:6]([O:5][C:1]([CH3:2])([CH3:3])[CH3:4])=[O:7])=[O:12])([CH3:17])([CH3:16])[CH3:15].